This data is from Forward reaction prediction with 1.9M reactions from USPTO patents (1976-2016). The task is: Predict the product of the given reaction. Given the reactants [C:1]1([S:7]([N@:10]2[CH2:12][CH:11]2[C:13]([N:15]2[CH2:20][CH2:19][N:18]([C:21]3[CH:26]=[C:25]([CH3:27])[CH:24]=[CH:23][C:22]=3[CH3:28])[CH2:17][CH2:16]2)=[O:14])(=[O:9])=[O:8])[CH:6]=[CH:5][CH:4]=[CH:3][CH:2]=1.[I-].[Na+].[F:31][C:32]1[CH:37]=[CH:36][CH:35]=[CH:34][C:33]=1[N:38]=[C:39]=[O:40], predict the reaction product. The product is: [C:1]1([S:7]([N:10]2[CH2:12][C@@H:11]([C:13]([N:15]3[CH2:16][CH2:17][N:18]([C:21]4[CH:26]=[C:25]([CH3:27])[CH:24]=[CH:23][C:22]=4[CH3:28])[CH2:19][CH2:20]3)=[O:14])[N:38]([C:33]3[CH:34]=[CH:35][CH:36]=[CH:37][C:32]=3[F:31])[C:39]2=[O:40])(=[O:9])=[O:8])[CH:6]=[CH:5][CH:4]=[CH:3][CH:2]=1.